From a dataset of Reaction yield outcomes from USPTO patents with 853,638 reactions. Predict the reaction yield, written as a fraction of the theoretical maximum amount of product (1.0 means a 100% yield; for example, 0.34 means a 34% yield). (1) The reactants are C([O:3][C:4](=[O:46])[C:5]([CH3:45])([CH3:44])[CH2:6][C:7]1[N:8]([CH2:29][C:30]2[CH:35]=[CH:34][C:33]([C:36]3[CH:37]=[CH:38][C:39]([O:42][CH3:43])=[N:40][CH:41]=3)=[CH:32][CH:31]=2)[C:9]2[C:14]([C:15]=1[S:16][C:17]([CH3:20])([CH3:19])[CH3:18])=[CH:13][C:12]([O:21][CH2:22][C:23]1[CH:28]=[CH:27][CH:26]=[CH:25][N:24]=1)=[CH:11][CH:10]=2)C.O[Li].O. The catalyst is C1COCC1.CO.O. The product is [N:24]1[CH:25]=[CH:26][CH:27]=[CH:28][C:23]=1[CH2:22][O:21][C:12]1[CH:13]=[C:14]2[C:9](=[CH:10][CH:11]=1)[N:8]([CH2:29][C:30]1[CH:31]=[CH:32][C:33]([C:36]3[CH:37]=[CH:38][C:39]([O:42][CH3:43])=[N:40][CH:41]=3)=[CH:34][CH:35]=1)[C:7]([CH2:6][C:5]([CH3:45])([CH3:44])[C:4]([OH:46])=[O:3])=[C:15]2[S:16][C:17]([CH3:20])([CH3:19])[CH3:18]. The yield is 0.940. (2) The reactants are CS(Cl)(=O)=O.[Br:6][C:7]1[CH:8]=[CH:9][C:10]([N:15]2[CH2:20][CH2:19][CH2:18][CH2:17][CH:16]2[CH3:21])=[C:11]([CH2:13][OH:14])[CH:12]=1.[CH3:22]CN(C(C)C)C(C)C.CCOCC. The catalyst is C(Cl)Cl.CO. The product is [Br:6][C:7]1[CH:8]=[CH:9][C:10]([N:15]2[CH2:20][CH2:19][CH2:18][CH2:17][CH:16]2[CH3:21])=[C:11]([CH2:13][O:14][CH3:22])[CH:12]=1. The yield is 0.920. (3) The reactants are [CH2:1](Br)[C:2]1[CH:7]=[CH:6][CH:5]=[CH:4][CH:3]=1.[OH:9][CH2:10][C@H:11]1[CH2:13][C@@H:12]1[CH2:14][C:15]([OH:17])=[O:16].C(=O)([O-])[O-].[K+].[K+].CN(C=O)C. The catalyst is O. The product is [OH:9][CH2:10][C@H:11]1[CH2:13][C@@H:12]1[CH2:14][C:15]([O:17][CH2:1][C:2]1[CH:7]=[CH:6][CH:5]=[CH:4][CH:3]=1)=[O:16]. The yield is 0.790. (4) The reactants are [CH:1]([C:4]1[CH:9]=[CH:8][C:7]([CH:10]2[C:14]3[C:15]([CH3:29])=[C:16]([NH:21][C:22](=[O:28])[CH2:23][C:24]([CH3:27])([CH3:26])[CH3:25])[C:17]([CH3:20])=[C:18]([CH3:19])[C:13]=3[O:12][CH2:11]2)=[CH:6][CH:5]=1)([CH3:3])[CH3:2].[H-].[Na+].[CH3:32]I.O. The catalyst is CN(C=O)C. The product is [CH:1]([C:4]1[CH:9]=[CH:8][C:7]([CH:10]2[C:14]3[C:15]([CH3:29])=[C:16]([N:21]([CH3:32])[C:22](=[O:28])[CH2:23][C:24]([CH3:27])([CH3:26])[CH3:25])[C:17]([CH3:20])=[C:18]([CH3:19])[C:13]=3[O:12][CH2:11]2)=[CH:6][CH:5]=1)([CH3:2])[CH3:3]. The yield is 0.120. (5) The reactants are [CH3:1][C:2]1([CH3:20])[O:7][CH2:6][CH:5]([CH2:8][O:9][C:10]2[C:15]([CH3:16])=[CH:14][N:13]=[C:12]([CH2:17][OH:18])[C:11]=2[CH3:19])[CH2:4][O:3]1.O.C(N(CC)CC)C.[CH3:29][S:30](Cl)(=[O:32])=[O:31]. The catalyst is C1(C)C=CC=CC=1.O1CCCC1.C(OCC)(=O)C. The product is [CH3:29][S:30]([O:18][CH2:17][C:12]1[C:11]([CH3:19])=[C:10]([O:9][CH2:8][CH:5]2[CH2:6][O:7][C:2]([CH3:20])([CH3:1])[O:3][CH2:4]2)[C:15]([CH3:16])=[CH:14][N:13]=1)(=[O:32])=[O:31]. The yield is 0.933. (6) The reactants are [CH3:1][O:2][C:3]1[CH:14]=[C:13]([N+:15]([O-])=O)[CH:12]=[CH:11][C:4]=1[O:5][CH2:6][CH2:7][N:8]([CH3:10])[CH3:9]. The catalyst is CO.[Pd]. The yield is 0.870. The product is [CH3:9][N:8]([CH3:10])[CH2:7][CH2:6][O:5][C:4]1[CH:11]=[CH:12][C:13]([NH2:15])=[CH:14][C:3]=1[O:2][CH3:1]. (7) The reactants are [C:1]([C:5]1[CH:25]=[CH:24][CH:23]=[CH:22][C:6]=1[O:7][CH:8]1[CH2:11][N:10]([C:12]([C:14]2[CH:21]=[CH:20][C:17]([CH:18]=O)=[CH:16][CH:15]=2)=[O:13])[CH2:9]1)([CH3:4])([CH3:3])[CH3:2].N1CCCCC1.[S:32]1[CH2:36][C:35](=[O:37])[NH:34][C:33]1=[O:38].C(O)(=O)C. The catalyst is CCO.C(OCC)(=O)C. The product is [C:1]([C:5]1[CH:25]=[CH:24][CH:23]=[CH:22][C:6]=1[O:7][CH:8]1[CH2:11][N:10]([C:12]([C:14]2[CH:15]=[CH:16][C:17]([CH:18]=[C:36]3[S:32][C:33](=[O:38])[NH:34][C:35]3=[O:37])=[CH:20][CH:21]=2)=[O:13])[CH2:9]1)([CH3:4])([CH3:2])[CH3:3]. The yield is 0.560. (8) The reactants are [Br:1][C:2]1[C:3]([O:11][CH:12]([CH3:20])[C:13]([O:15]C(C)(C)C)=[O:14])=[C:4]([C:7]([O:9][CH3:10])=[O:8])[S:5][CH:6]=1.FC(F)(F)C(O)=O. No catalyst specified. The product is [Br:1][C:2]1[C:3]([O:11][CH:12]([CH3:20])[C:13]([OH:15])=[O:14])=[C:4]([C:7]([O:9][CH3:10])=[O:8])[S:5][CH:6]=1. The yield is 0.950. (9) The reactants are [CH3:1][N:2]1[CH2:7][CH2:6][N:5]([CH2:8][CH2:9][O:10][C:11]2[CH:16]=[CH:15][C:14]([N+:17]([O-])=O)=[CH:13][CH:12]=2)[CH2:4][CH2:3]1.C(O)C. The catalyst is [Pd]. The product is [CH3:1][N:2]1[CH2:7][CH2:6][N:5]([CH2:8][CH2:9][O:10][C:11]2[CH:16]=[CH:15][C:14]([NH2:17])=[CH:13][CH:12]=2)[CH2:4][CH2:3]1. The yield is 0.680.